Dataset: Reaction yield outcomes from USPTO patents with 853,638 reactions. Task: Predict the reaction yield, written as a fraction of the theoretical maximum amount of product (1.0 means a 100% yield; for example, 0.34 means a 34% yield). (1) The reactants are C([O:5][C:6](=[O:21])[CH:7]=[CH:8][C:9]1[CH:20]=[N:19][C:12]2[NH:13][CH2:14][C:15](=[O:18])[NH:16][CH2:17][C:11]=2[CH:10]=1)(C)(C)C.C(Cl)Cl.C(O)(C(F)(F)F)=O. The product is [O:18]=[C:15]1[CH2:14][NH:13][C:12]2[N:19]=[CH:20][C:9]([CH:8]=[CH:7][C:6]([OH:21])=[O:5])=[CH:10][C:11]=2[CH2:17][NH:16]1. No catalyst specified. The yield is 0.610. (2) The reactants are [CH3:1][C:2]1[CH:3]=[C:4]([NH:9][C:10]2[C:11]([N+:18]([O-])=O)=[C:12]([CH:15]=[CH:16][CH:17]=2)[C:13]#[N:14])[CH:5]=[C:6]([CH3:8])[CH:7]=1.[O-]S(S([O-])=O)=O.[Na+].[Na+]. The catalyst is CCO.O. The product is [NH2:18][C:11]1[C:10]([NH:9][C:4]2[CH:3]=[C:2]([CH3:1])[CH:7]=[C:6]([CH3:8])[CH:5]=2)=[CH:17][CH:16]=[CH:15][C:12]=1[C:13]#[N:14]. The yield is 0.820.